This data is from Catalyst prediction with 721,799 reactions and 888 catalyst types from USPTO. The task is: Predict which catalyst facilitates the given reaction. (1) Reactant: [Si]([O:8][C@H:9]1[CH2:17][N:16]2[C@H:11]([CH2:12]C(=O)[CH2:14][CH2:15]2)[CH2:10]1)(C(C)(C)C)(C)C.[CH:19]([O:24][CH3:25])([O:22][CH3:23])OC.CC1C=CC(S(O)(=O)=O)=CC=1.C[O-].[Na+]. Product: [OH:8][C@H:9]1[CH2:17][N:16]2[C@H:11]([CH2:12][C:19]([O:22][CH3:23])([O:24][CH3:25])[CH2:14][CH2:15]2)[CH2:10]1. The catalyst class is: 5. (2) Reactant: [S:1]1[CH2:6][CH2:5][NH:4][C:3]2[CH:7]=[CH:8][CH:9]=[CH:10][C:2]1=2.[Br:11][CH2:12][CH2:13][CH2:14]Br.C([O-])([O-])=O.[Na+].[Na+]. Product: [S:1]1[CH2:6][CH2:5][N:4]([CH2:14][CH2:13][CH2:12][Br:11])[C:3]2[CH:7]=[CH:8][CH:9]=[CH:10][C:2]1=2. The catalyst class is: 39. (3) Reactant: Cl[C:2](Cl)([O:4]C(=O)OC(Cl)(Cl)Cl)Cl.[CH3:13][C:14]12[NH:22][C:18]([CH3:23])([CH2:19][CH2:20][CH2:21]1)[CH2:17][C:16](=[O:24])[CH2:15]2.N1C=CC=CC=1.[C:31]([OH:35])([CH3:34])([CH3:33])[CH3:32]. Product: [C:31]([O:35][C:2]([N:22]1[C:18]2([CH3:23])[CH2:19][CH2:20][CH2:21][C:14]1([CH3:13])[CH2:15][C:16](=[O:24])[CH2:17]2)=[O:4])([CH3:34])([CH3:33])[CH3:32]. The catalyst class is: 229. (4) Reactant: [C:1]([S:4][CH2:5][C@H:6]1[N:11]([CH2:12][CH:13]([C:15]2[CH:20]=[CH:19][C:18]([F:21])=[C:17]([C:22]#[N:23])[C:16]=2[CH3:24])O)[CH2:10][CH2:9][N:8]([C:25]([O:27][C:28]([CH3:31])([CH3:30])[CH3:29])=[O:26])[CH2:7]1)(=[O:3])[CH3:2].S(Cl)([Cl:34])=O.N1C=CC=CC=1. Product: [C:1]([S:4][CH2:5][C@H:6]1[N:11]([CH2:12][CH:13]([Cl:34])[C:15]2[CH:20]=[CH:19][C:18]([F:21])=[C:17]([C:22]#[N:23])[C:16]=2[CH3:24])[CH2:10][CH2:9][N:8]([C:25]([O:27][C:28]([CH3:31])([CH3:30])[CH3:29])=[O:26])[CH2:7]1)(=[O:3])[CH3:2]. The catalyst class is: 11. (5) Reactant: [NH2:1][C:2]1[CH:31]=[CH:30][C:5]([N:6]([C:23]([O:25][C:26]([CH3:29])([CH3:28])[CH3:27])=[O:24])[CH2:7][CH2:8][C:9]2[N:14]=[C:13]([NH:15][C:16](=[O:22])[O:17][C:18]([CH3:21])([CH3:20])[CH3:19])[CH:12]=[CH:11][CH:10]=2)=[CH:4][CH:3]=1.[F:32][C:33]([F:50])([F:49])[C:34]1[CH:39]=[CH:38][C:37]([C:40]2[C:41]([C:46](O)=[O:47])=[CH:42][CH:43]=[CH:44][CH:45]=2)=[CH:36][CH:35]=1.C1C=CC2N(O)N=NC=2C=1.CCN=C=NCCCN(C)C.Cl. Product: [C:18]([O:17][C:16]([NH:15][C:13]1[N:14]=[C:9]([CH2:8][CH2:7][N:6]([C:5]2[CH:30]=[CH:31][C:2]([NH:1][C:46]([C:41]3[CH:42]=[CH:43][CH:44]=[CH:45][C:40]=3[C:37]3[CH:38]=[CH:39][C:34]([C:33]([F:32])([F:49])[F:50])=[CH:35][CH:36]=3)=[O:47])=[CH:3][CH:4]=2)[C:23](=[O:24])[O:25][C:26]([CH3:29])([CH3:28])[CH3:27])[CH:10]=[CH:11][CH:12]=1)=[O:22])([CH3:21])([CH3:20])[CH3:19]. The catalyst class is: 289.